Dataset: Merck oncology drug combination screen with 23,052 pairs across 39 cell lines. Task: Regression. Given two drug SMILES strings and cell line genomic features, predict the synergy score measuring deviation from expected non-interaction effect. (1) Drug 1: COc1cc(C2c3cc4c(cc3C(OC3OC5COC(C)OC5C(O)C3O)C3COC(=O)C23)OCO4)cc(OC)c1O. Drug 2: COC1CC2CCC(C)C(O)(O2)C(=O)C(=O)N2CCCCC2C(=O)OC(C(C)CC2CCC(OP(C)(C)=O)C(OC)C2)CC(=O)C(C)C=C(C)C(O)C(OC)C(=O)C(C)CC(C)C=CC=CC=C1C. Cell line: SKMES1. Synergy scores: synergy=12.2. (2) Drug 1: C#Cc1cccc(Nc2ncnc3cc(OCCOC)c(OCCOC)cc23)c1. Drug 2: CC(C)CC(NC(=O)C(Cc1ccccc1)NC(=O)c1cnccn1)B(O)O. Cell line: OV90. Synergy scores: synergy=-10.5.